From a dataset of Peptide-MHC class I binding affinity with 185,985 pairs from IEDB/IMGT. Regression. Given a peptide amino acid sequence and an MHC pseudo amino acid sequence, predict their binding affinity value. This is MHC class I binding data. (1) The peptide sequence is PRRKAKII. The MHC is Mamu-B03 with pseudo-sequence Mamu-B03. The binding affinity (normalized) is 0.000148. (2) The peptide sequence is IVCPGLPLI. The MHC is H-2-Kb with pseudo-sequence H-2-Kb. The binding affinity (normalized) is 0.0581. (3) The peptide sequence is FENDIDEIL. The MHC is HLA-A02:06 with pseudo-sequence HLA-A02:06. The binding affinity (normalized) is 0.820. (4) The peptide sequence is QAPYQGRVF. The MHC is H-2-Dd with pseudo-sequence H-2-Dd. The binding affinity (normalized) is 0.226. (5) The peptide sequence is YMMDGNECP. The MHC is HLA-A03:01 with pseudo-sequence HLA-A03:01. The binding affinity (normalized) is 0.0847. (6) The peptide sequence is FQESFYEDIA. The MHC is HLA-A02:03 with pseudo-sequence HLA-A02:03. The binding affinity (normalized) is 0.416. (7) The peptide sequence is KMKELSPRW. The MHC is HLA-A01:01 with pseudo-sequence HLA-A01:01. The binding affinity (normalized) is 0.0847. (8) The peptide sequence is MAVEVGSIR. The MHC is HLA-A68:01 with pseudo-sequence HLA-A68:01. The binding affinity (normalized) is 0.971.